From a dataset of Reaction yield outcomes from USPTO patents with 853,638 reactions. Predict the reaction yield, written as a fraction of the theoretical maximum amount of product (1.0 means a 100% yield; for example, 0.34 means a 34% yield). (1) The reactants are [H-].[Na+].[C:3]([CH2:5]P(=O)(OCC)OCC)#[N:4].[CH3:14][N:15]([CH3:32])[S:16](=[O:31])(=[O:30])[O:17][C:18]1[CH:23]=[C:22]([O:24][CH3:25])[C:21]([O:26][CH3:27])=[CH:20][C:19]=1[CH:28]=O.C(=O)([O-])O.[Na+]. The catalyst is C1COCC1.O. The product is [CH3:14][N:15]([CH3:32])[S:16](=[O:31])(=[O:30])[O:17][C:18]1[CH:23]=[C:22]([O:24][CH3:25])[C:21]([O:26][CH3:27])=[CH:20][C:19]=1[CH:28]=[CH:5][C:3]#[N:4]. The yield is 0.800. (2) The reactants are Br[C:2]1[CH:7]=[CH:6][C:5]([N:8]2[C:20]3[CH:19]=[CH:18][CH:17]=[CH:16][C:15]=3[C:14]3[C:9]2=[CH:10][CH:11]=[CH:12][CH:13]=3)=[CH:4][CH:3]=1.C([Li])CCC.[B:26](OC)([O:29]C)[O:27]C.Cl. The catalyst is CCCCCC.O1CCCC1. The product is [CH:10]1[C:9]2[N:8]([C:5]3[CH:4]=[CH:3][C:2]([B:26]([OH:29])[OH:27])=[CH:7][CH:6]=3)[C:20]3[C:15](=[CH:16][CH:17]=[CH:18][CH:19]=3)[C:14]=2[CH:13]=[CH:12][CH:11]=1. The yield is 0.659. (3) The reactants are [Cl:1][C:2]1[N:3]=[C:4]([NH:9][CH2:10][C:11]2[CH:16]=[CH:15][C:14]([Cl:17])=[CH:13][CH:12]=2)[S:5][C:6]=1[CH:7]=[O:8].C(N(CC)C(C)C)(C)C.[C:27]([O:31][C:32](O[C:32]([O:31][C:27]([CH3:30])([CH3:29])[CH3:28])=[O:33])=[O:33])([CH3:30])([CH3:29])[CH3:28].O. The catalyst is ClCCl.CN(C)C1C=CN=CC=1. The product is [C:27]([O:31][C:32](=[O:33])[N:9]([CH2:10][C:11]1[CH:16]=[CH:15][C:14]([Cl:17])=[CH:13][CH:12]=1)[C:4]1[S:5][C:6]([CH:7]=[O:8])=[C:2]([Cl:1])[N:3]=1)([CH3:30])([CH3:29])[CH3:28]. The yield is 0.740. (4) The reactants are Br[C:2]1[O:6][C:5]([C:7]([CH3:10])([CH3:9])[CH3:8])=[N:4][C:3]=1[C@@H:11]1[CH2:16][CH2:15][C@H:14]([F:17])[CH2:13][C@H:12]1[C:18]([O:20][CH3:21])=[O:19].C1C=C(S([O-])(=O)=O)C=C(P(C2C=CC=C(S([O-])(=O)=O)C=2)C2C=CC=C(S([O-])(=O)=O)C=2)C=1.[Na+].[Na+].[Na+].C(C1(NC([C@@H]2C[C@@H](F)CC[C@H]2C2N=C(C3C=NC=C(F)C=3)SC=2[C:76]2[CH:81]=[CH:80][C:79]([N:82]3[CH2:87][CH2:86][S:85](=[O:89])(=O)[CH2:84][CH2:83]3)=[CH:78][CH:77]=2)=O)CC1)#N.[CH3:97][N:98](C=O)C. The catalyst is CC([O-])=O.CC([O-])=O.[Pd+2].O. The product is [C:7]([C:5]1[O:6][C:2]([C:76]2[CH:77]=[CH:78][C:79]([N:82]3[CH2:83][CH2:84][S:85](=[N:98][CH3:97])(=[O:89])[CH2:86][CH2:87]3)=[CH:80][CH:81]=2)=[C:3]([C@@H:11]2[CH2:16][CH2:15][C@H:14]([F:17])[CH2:13][C@H:12]2[C:18]([O:20][CH3:21])=[O:19])[N:4]=1)([CH3:10])([CH3:9])[CH3:8]. The yield is 0.710. (5) The reactants are [C:1]([C:3]1[CH:8]=[CH:7][C:6](B(O)O)=[CH:5][CH:4]=1)#[N:2].[C:12]([O:16][C:17](=[O:26])[NH:18][C:19]1[CH:24]=[CH:23][CH:22]=[C:21](Br)[N:20]=1)([CH3:15])([CH3:14])[CH3:13].C([O-])([O-])=O.[K+].[K+]. The catalyst is CN(C=O)C.O.C1C=CC([P]([Pd]([P](C2C=CC=CC=2)(C2C=CC=CC=2)C2C=CC=CC=2)([P](C2C=CC=CC=2)(C2C=CC=CC=2)C2C=CC=CC=2)[P](C2C=CC=CC=2)(C2C=CC=CC=2)C2C=CC=CC=2)(C2C=CC=CC=2)C2C=CC=CC=2)=CC=1. The product is [C:12]([O:16][C:17](=[O:26])[NH:18][C:19]1[CH:24]=[CH:23][CH:22]=[C:21]([C:6]2[CH:7]=[CH:8][C:3]([C:1]#[N:2])=[CH:4][CH:5]=2)[N:20]=1)([CH3:15])([CH3:14])[CH3:13]. The yield is 0.600. (6) The reactants are [C:1]([N:4]1[C:13]2[C:8](=[CH:9][C:10]([C:14](O)=[O:15])=[CH:11][CH:12]=2)[CH:7]([NH:17][C:18]2[CH:23]=[CH:22][C:21]([N:24]3[CH2:29][CH2:28][O:27][CH2:26][CH2:25]3)=[CH:20][CH:19]=2)[CH2:6][C@@H:5]1[CH3:30])(=[O:3])[CH3:2].[NH2:31][CH2:32][CH2:33][O:34][CH2:35][CH2:36][O:37][CH2:38][CH2:39][O:40][CH2:41][CH2:42][C:43]([O:45][C:46]([CH3:49])([CH3:48])[CH3:47])=[O:44]. No catalyst specified. The product is [C:1]([N:4]1[C:13]2[C:8](=[CH:9][C:10]([C:14]([NH:31][CH2:32][CH2:33][O:34][CH2:35][CH2:36][O:37][CH2:38][CH2:39][O:40][CH2:41][CH2:42][C:43]([O:45][C:46]([CH3:49])([CH3:48])[CH3:47])=[O:44])=[O:15])=[CH:11][CH:12]=2)[C@H:7]([NH:17][C:18]2[CH:23]=[CH:22][C:21]([N:24]3[CH2:25][CH2:26][O:27][CH2:28][CH2:29]3)=[CH:20][CH:19]=2)[CH2:6][C@@H:5]1[CH3:30])(=[O:3])[CH3:2]. The yield is 0.690. (7) The reactants are [F:1][C:2]1[CH:12]=[CH:11][C:5]([O:6][CH2:7][C:8](Cl)=[O:9])=[CH:4][CH:3]=1.Cl.[CH3:14][NH:15][O:16][CH3:17]. The catalyst is C([O-])([O-])=O.[K+].[K+].C(OCC)(=O)C. The product is [CH3:17][O:16][N:15]([CH3:14])[C:8](=[O:9])[CH2:7][O:6][C:5]1[CH:11]=[CH:12][C:2]([F:1])=[CH:3][CH:4]=1. The yield is 0.730. (8) The reactants are C([O:8][C:9]1[CH:18]=[C:17]2[C:12]([C:13]([O:19][C:20]3[CH:25]=[CH:24][C:23]([N+:26]([O-:28])=[O:27])=[CH:22][C:21]=3[F:29])=[CH:14][CH:15]=[N:16]2)=[CH:11][C:10]=1[O:30][CH3:31])C1C=CC=CC=1.Br. The catalyst is CC(O)=O. The product is [F:29][C:21]1[CH:22]=[C:23]([N+:26]([O-:28])=[O:27])[CH:24]=[CH:25][C:20]=1[O:19][C:13]1[C:12]2[C:17](=[CH:18][C:9]([OH:8])=[C:10]([O:30][CH3:31])[CH:11]=2)[N:16]=[CH:15][CH:14]=1. The yield is 0.920. (9) The reactants are [C:1]1([CH2:7][CH2:8][C:9](=[O:11])[CH3:10])[CH:6]=[CH:5][CH:4]=[CH:3][CH:2]=1.[CH3:12][N:13]([CH:15](OC)OC)[CH3:14]. The catalyst is CN(C=O)C. The product is [CH3:12][N:13]([CH3:15])/[CH:14]=[CH:10]/[C:9](=[O:11])[CH2:8][CH2:7][C:1]1[CH:6]=[CH:5][CH:4]=[CH:3][CH:2]=1. The yield is 0.370. (10) The reactants are [CH3:1][C:2]([C:9]1[NH:10][C:11]2[C:16]([CH:17]=1)=[CH:15][C:14]([N+:18]([O-:20])=[O:19])=[CH:13][CH:12]=2)([CH3:8])[C:3]([O:5]CC)=[O:4].O[Li].O.Cl. The catalyst is C1COCC1.O. The product is [CH3:8][C:2]([C:9]1[NH:10][C:11]2[C:16]([CH:17]=1)=[CH:15][C:14]([N+:18]([O-:20])=[O:19])=[CH:13][CH:12]=2)([CH3:1])[C:3]([OH:5])=[O:4]. The yield is 0.990.